From a dataset of Forward reaction prediction with 1.9M reactions from USPTO patents (1976-2016). Predict the product of the given reaction. (1) Given the reactants [Cl:1][C:2]1[C:3]2[C:10]([C:11]#[C:12][C:13]([CH3:16])([OH:15])[CH3:14])=[CH:9][NH:8][C:4]=2[N:5]=[CH:6][N:7]=1.N1C=CN=C1.C(OCC)C.[CH3:27][Si:28](Cl)([CH3:30])[CH3:29], predict the reaction product. The product is: [Cl:1][C:2]1[C:3]2[C:10]([C:11]#[C:12][C:13]([CH3:16])([O:15][Si:28]([CH3:30])([CH3:29])[CH3:27])[CH3:14])=[CH:9][NH:8][C:4]=2[N:5]=[CH:6][N:7]=1. (2) Given the reactants C([Li])CCC.[CH3:6][N:7]([CH3:25])[S:8]([N:11]1[CH:15]=[C:14]([CH2:16][C:17]([CH3:24])([C:20]([F:23])([F:22])[F:21])[CH:18]=[CH2:19])[N:13]=[CH:12]1)(=[O:10])=[O:9].[F:26][C:27]1[CH:28]=[CH:29][C:30]([C:33]2[CH:38]=[CH:37][C:36]([CH2:39][C:40](OC)=[O:41])=[CH:35][CH:34]=2)=[N:31][CH:32]=1, predict the reaction product. The product is: [F:26][C:27]1[CH:28]=[CH:29][C:30]([C:33]2[CH:38]=[CH:37][C:36]([CH2:39][C:40]([C:12]3[N:11]([S:8]([N:7]([CH3:6])[CH3:25])(=[O:10])=[O:9])[CH:15]=[C:14]([CH2:16][C:17]([CH3:24])([C:20]([F:23])([F:22])[F:21])[CH:18]=[CH2:19])[N:13]=3)=[O:41])=[CH:35][CH:34]=2)=[N:31][CH:32]=1.